This data is from NCI-60 drug combinations with 297,098 pairs across 59 cell lines. The task is: Regression. Given two drug SMILES strings and cell line genomic features, predict the synergy score measuring deviation from expected non-interaction effect. (1) Drug 1: C(CN)CNCCSP(=O)(O)O. Drug 2: N.N.Cl[Pt+2]Cl. Cell line: SK-MEL-28. Synergy scores: CSS=23.3, Synergy_ZIP=-13.0, Synergy_Bliss=-6.12, Synergy_Loewe=-20.1, Synergy_HSA=-3.52. (2) Drug 1: CCCCC(=O)OCC(=O)C1(CC(C2=C(C1)C(=C3C(=C2O)C(=O)C4=C(C3=O)C=CC=C4OC)O)OC5CC(C(C(O5)C)O)NC(=O)C(F)(F)F)O. Drug 2: CC1CCCC2(C(O2)CC(NC(=O)CC(C(C(=O)C(C1O)C)(C)C)O)C(=CC3=CSC(=N3)C)C)C. Cell line: MDA-MB-231. Synergy scores: CSS=41.7, Synergy_ZIP=-3.03, Synergy_Bliss=-4.37, Synergy_Loewe=-6.66, Synergy_HSA=-0.783. (3) Drug 1: C1CCN(CC1)CCOC2=CC=C(C=C2)C(=O)C3=C(SC4=C3C=CC(=C4)O)C5=CC=C(C=C5)O. Drug 2: N.N.Cl[Pt+2]Cl. Cell line: DU-145. Synergy scores: CSS=-4.16, Synergy_ZIP=3.08, Synergy_Bliss=1.45, Synergy_Loewe=-4.25, Synergy_HSA=-4.19. (4) Synergy scores: CSS=23.8, Synergy_ZIP=-4.17, Synergy_Bliss=-1.45, Synergy_Loewe=-5.10, Synergy_HSA=0.985. Drug 1: C1CC(CCC1OC2=C(C(=CC=C2)Cl)F)(CC3=NC(=CC=C3)NC4=NC=CS4)C(=O)O. Drug 2: CN1C=C(C=N1)C2=C3N=C(C(=C(N3N=C2)N)Br)C4CCCNC4. Cell line: HT29. (5) Drug 1: CC1=C(N=C(N=C1N)C(CC(=O)N)NCC(C(=O)N)N)C(=O)NC(C(C2=CN=CN2)OC3C(C(C(C(O3)CO)O)O)OC4C(C(C(C(O4)CO)O)OC(=O)N)O)C(=O)NC(C)C(C(C)C(=O)NC(C(C)O)C(=O)NCCC5=NC(=CS5)C6=NC(=CS6)C(=O)NCCC[S+](C)C)O. Drug 2: CC1=C(C(=O)C2=C(C1=O)N3CC4C(C3(C2COC(=O)N)OC)N4)N. Cell line: BT-549. Synergy scores: CSS=28.1, Synergy_ZIP=-6.71, Synergy_Bliss=-5.28, Synergy_Loewe=1.49, Synergy_HSA=2.53. (6) Drug 1: CC1C(C(CC(O1)OC2CC(CC3=C2C(=C4C(=C3O)C(=O)C5=C(C4=O)C(=CC=C5)OC)O)(C(=O)CO)O)N)O.Cl. Drug 2: C1=CC(=CC=C1CCCC(=O)O)N(CCCl)CCCl. Cell line: OVCAR3. Synergy scores: CSS=3.97, Synergy_ZIP=0.753, Synergy_Bliss=2.85, Synergy_Loewe=-1.82, Synergy_HSA=-2.20. (7) Drug 2: C1CN1C2=NC(=NC(=N2)N3CC3)N4CC4. Synergy scores: CSS=20.8, Synergy_ZIP=-8.01, Synergy_Bliss=0.0271, Synergy_Loewe=-2.28, Synergy_HSA=1.89. Drug 1: C1=NC2=C(N=C(N=C2N1C3C(C(C(O3)CO)O)O)F)N. Cell line: MDA-MB-231. (8) Drug 1: C(=O)(N)NO. Drug 2: CN(CC1=CN=C2C(=N1)C(=NC(=N2)N)N)C3=CC=C(C=C3)C(=O)NC(CCC(=O)O)C(=O)O. Cell line: KM12. Synergy scores: CSS=45.3, Synergy_ZIP=5.23, Synergy_Bliss=6.32, Synergy_Loewe=-24.4, Synergy_HSA=4.91.